Dataset: Full USPTO retrosynthesis dataset with 1.9M reactions from patents (1976-2016). Task: Predict the reactants needed to synthesize the given product. (1) Given the product [CH2:7]([C:8]1[O:9][C:13]([NH2:12])=[N:11][N:10]=1)[C:1]1[CH:6]=[CH:5][CH:4]=[CH:3][CH:2]=1, predict the reactants needed to synthesize it. The reactants are: [C:1]1([CH2:7][C:8]([NH:10][NH2:11])=[O:9])[CH:6]=[CH:5][CH:4]=[CH:3][CH:2]=1.[N:12]#[C:13]Br. (2) The reactants are: [Cl:1][C:2]1[N:6]([CH3:7])[N:5]=[C:4]([CH3:8])[C:3]=1[CH2:9]O.C1C=CC(P([N:25]=[N+:26]=[N-:27])(C2C=CC=CC=2)=O)=CC=1.C1CCN2C(=NCCC2)CC1.CC(=O)OCC. Given the product [N:25]([CH2:9][C:3]1[C:4]([CH3:8])=[N:5][N:6]([CH3:7])[C:2]=1[Cl:1])=[N+:26]=[N-:27], predict the reactants needed to synthesize it. (3) Given the product [Br:1][C:2]1[CH:7]=[CH:6][C:5]([C:8]2[CH:13]=[CH:12][CH:11]=[C:10]([Cl:14])[CH:9]=2)=[C:4]([CH2:15][Br:23])[CH:3]=1, predict the reactants needed to synthesize it. The reactants are: [Br:1][C:2]1[CH:7]=[CH:6][C:5]([C:8]2[CH:13]=[CH:12][CH:11]=[C:10]([Cl:14])[CH:9]=2)=[C:4]([CH3:15])[CH:3]=1.C1C(=O)N([Br:23])C(=O)C1. (4) Given the product [CH2:3]([O:5][C:6]([C:8]1[C:16]2[C:11](=[CH:12][CH:13]=[C:14]([Br:17])[CH:15]=2)[N:10]([CH3:18])[CH:9]=1)=[O:7])[CH3:4], predict the reactants needed to synthesize it. The reactants are: [H-].[Na+].[CH2:3]([O:5][C:6]([C:8]1[C:16]2[C:11](=[CH:12][CH:13]=[C:14]([Br:17])[CH:15]=2)[NH:10][CH:9]=1)=[O:7])[CH3:4].[CH3:18]I.O.